Predict which catalyst facilitates the given reaction. From a dataset of Catalyst prediction with 721,799 reactions and 888 catalyst types from USPTO. (1) Reactant: [F:1][C:2]([F:15])([F:14])[S:3]([O:6]S(C(F)(F)F)(=O)=O)(=[O:5])=[O:4].[CH3:16][O:17][C:18]1[CH:19]=[C:20](O)[CH:21]=[C:22]([CH3:24])[CH:23]=1. Product: [F:1][C:2]([F:15])([F:14])[S:3]([O:6][C:20]1[CH:21]=[C:22]([CH3:24])[CH:23]=[C:18]([O:17][CH3:16])[CH:19]=1)(=[O:5])=[O:4]. The catalyst class is: 17. (2) Reactant: [CH:1]1([N:4]2[C:13]3[C:8](=[CH:9][C:10]([F:17])=[C:11]([F:16])[C:12]=3[O:14]C)[C:7](=[O:18])[C:6]([C:19]([O:21]CC)=[O:20])=[CH:5]2)[CH2:3][CH2:2]1. Product: [CH:1]1([N:4]2[C:13]3[C:8](=[CH:9][C:10]([F:17])=[C:11]([F:16])[C:12]=3[OH:14])[C:7](=[O:18])[C:6]([C:19]([OH:21])=[O:20])=[CH:5]2)[CH2:2][CH2:3]1. The catalyst class is: 570. (3) Reactant: COC1C=C(OC)C=CC=1C[N:6]([CH2:10][CH:11]1[O:15][C:14](=[O:16])[N:13]([C:17]2[CH:18]=[CH:19][C:20]3[C:26](=[O:27])[CH2:25][CH2:24][CH2:23][S:22][C:21]=3[CH:28]=2)[CH2:12]1)[C:7](=[O:9])[CH3:8]. Product: [O:16]=[C:14]1[N:13]([C:17]2[CH:18]=[CH:19][C:20]3[C:26](=[O:27])[CH2:25][CH2:24][CH2:23][S:22][C:21]=3[CH:28]=2)[CH2:12][CH:11]([CH2:10][NH:6][C:7](=[O:9])[CH3:8])[O:15]1. The catalyst class is: 55. (4) Reactant: [NH:1]1[CH2:6][CH2:5][O:4][CH2:3][CH2:2]1.[N:7]1[CH:12]=[CH:11][CH:10]=[CH:9][C:8]=1[CH2:13][N:14]1[C:22]2[C:17](=[CH:18][C:19]([NH:23][C:24]3[C:33]4[C:28](=[CH:29][CH:30]=[CH:31][C:32]=4[O:34][C@H:35]([CH3:40])[C:36](OC)=[O:37])[N:27]=[CH:26][N:25]=3)=[CH:20][CH:21]=2)[CH:16]=[CH:15]1. Product: [CH3:40][C@@H:35]([O:34][C:32]1[CH:31]=[CH:30][CH:29]=[C:28]2[C:33]=1[C:24]([NH:23][C:19]1[CH:18]=[C:17]3[C:22](=[CH:21][CH:20]=1)[N:14]([CH2:13][C:8]1[CH:9]=[CH:10][CH:11]=[CH:12][N:7]=1)[CH:15]=[CH:16]3)=[N:25][CH:26]=[N:27]2)[C:36]([N:1]1[CH2:6][CH2:5][O:4][CH2:3][CH2:2]1)=[O:37]. The catalyst class is: 5. (5) Reactant: C(O[N:6]1[CH2:11][CH2:10][N:9]([C:12]2[CH:13]=[CH:14][C:15]([OH:20])=[C:16]([CH:19]=2)[CH:17]=[O:18])[CH2:8][CH2:7]1)(C)(C)C.[C:21](=[O:24])([O-:23])[O-].[K+].[K+].Br[CH2:28][C:29]([O:31][CH2:32][CH3:33])=[O:30].O. Product: [C:16]([O:23][C:21]([N:6]1[CH2:7][CH2:8][N:9]([C:12]2[CH:13]=[CH:14][C:15]([O:20][CH2:28][C:29]([O:31][CH2:32][CH3:33])=[O:30])=[C:16]([CH:17]=[O:18])[CH:19]=2)[CH2:10][CH2:11]1)=[O:24])([CH3:19])([CH3:17])[CH3:15]. The catalyst class is: 514. (6) Reactant: [F:1][C:2]1[C:11]2[O:10][CH2:9][C@H:8]3[C@@H:12](C(O)=O)[C@H:7]3[C:6]=2[C:5]([F:16])=[CH:4][CH:3]=1.C([N:19]([CH2:22]C)CC)C.[F:24][C:25]1[CH:26]=[C:27]([CH:36]=[CH:37][CH:38]=1)[O:28][C:29]1[CH:30]=[CH:31][C:32]([NH2:35])=[N:33][CH:34]=1.C1C=CC(P(N=[N+]=[N-])(C2C=CC=CC=2)=[O:46])=CC=1. Product: [F:1][C:2]1[C:11]2[O:10][CH2:9][C@H:8]3[C@@H:12]([NH:19][C:22]([NH:35][C:32]4[CH:31]=[CH:30][C:29]([O:28][C:27]5[CH:36]=[CH:37][CH:38]=[C:25]([F:24])[CH:26]=5)=[CH:34][N:33]=4)=[O:46])[C@H:7]3[C:6]=2[C:5]([F:16])=[CH:4][CH:3]=1. The catalyst class is: 11. (7) Reactant: [C:1]([C:3]1[C:4]([O:13][CH3:14])=[C:5]([CH:10]=[CH:11][CH:12]=1)[C:6]([O:8]C)=[O:7])#[N:2].O.[OH-].[Li+].C([O-])(O)=O.[Na+]. Product: [C:1]([C:3]1[C:4]([O:13][CH3:14])=[C:5]([CH:10]=[CH:11][CH:12]=1)[C:6]([OH:8])=[O:7])#[N:2]. The catalyst class is: 278.